Dataset: Full USPTO retrosynthesis dataset with 1.9M reactions from patents (1976-2016). Task: Predict the reactants needed to synthesize the given product. (1) Given the product [Cl:13][C:10]1[CH:9]=[CH:8][C:7]([NH:6][C:4](=[O:5])[C:3]2[CH:14]=[CH:15][C:16]([O:18][Si:19]([CH:23]([CH3:25])[CH3:24])([CH:26]([CH3:28])[CH3:27])[CH:20]([CH3:21])[CH3:22])=[CH:17][C:2]=2[NH:1][C:36](=[O:40])[C:37]([CH3:39])=[CH2:38])=[CH:12][CH:11]=1, predict the reactants needed to synthesize it. The reactants are: [NH2:1][C:2]1[CH:17]=[C:16]([O:18][Si:19]([CH:26]([CH3:28])[CH3:27])([CH:23]([CH3:25])[CH3:24])[CH:20]([CH3:22])[CH3:21])[CH:15]=[CH:14][C:3]=1[C:4]([NH:6][C:7]1[CH:12]=[CH:11][C:10]([Cl:13])=[CH:9][CH:8]=1)=[O:5].C(N(CC)CC)C.[C:36](Cl)(=[O:40])[C:37]([CH3:39])=[CH2:38]. (2) Given the product [CH3:13][C:14]1[N:19]=[C:18]([C:2]2[CH:11]=[CH:10][C:9]3[C:4](=[CH:5][CH:6]=[C:7]([CH3:12])[CH:8]=3)[N:3]=2)[CH:17]=[CH:16][CH:15]=1, predict the reactants needed to synthesize it. The reactants are: Cl[C:2]1[CH:11]=[CH:10][C:9]2[C:4](=[CH:5][CH:6]=[C:7]([CH3:12])[CH:8]=2)[N:3]=1.[CH3:13][C:14]1[N:19]=[C:18](B(O)O)[CH:17]=[CH:16][CH:15]=1.C([O-])([O-])=O.[K+].[K+].